This data is from NCI-60 drug combinations with 297,098 pairs across 59 cell lines. The task is: Regression. Given two drug SMILES strings and cell line genomic features, predict the synergy score measuring deviation from expected non-interaction effect. (1) Drug 1: CCCCC(=O)OCC(=O)C1(CC(C2=C(C1)C(=C3C(=C2O)C(=O)C4=C(C3=O)C=CC=C4OC)O)OC5CC(C(C(O5)C)O)NC(=O)C(F)(F)F)O. Drug 2: CS(=O)(=O)OCCCCOS(=O)(=O)C. Cell line: RPMI-8226. Synergy scores: CSS=71.6, Synergy_ZIP=-4.68, Synergy_Bliss=-5.16, Synergy_Loewe=-15.0, Synergy_HSA=-2.92. (2) Drug 1: C1C(C(OC1N2C=NC3=C(N=C(N=C32)Cl)N)CO)O. Drug 2: CC=C1C(=O)NC(C(=O)OC2CC(=O)NC(C(=O)NC(CSSCCC=C2)C(=O)N1)C(C)C)C(C)C. Cell line: NCI-H460. Synergy scores: CSS=22.2, Synergy_ZIP=0.108, Synergy_Bliss=0.969, Synergy_Loewe=-19.9, Synergy_HSA=0.414. (3) Drug 1: CC1=C(C=C(C=C1)NC2=NC=CC(=N2)N(C)C3=CC4=NN(C(=C4C=C3)C)C)S(=O)(=O)N.Cl. Drug 2: CC(C)CN1C=NC2=C1C3=CC=CC=C3N=C2N. Cell line: RPMI-8226. Synergy scores: CSS=-14.8, Synergy_ZIP=5.34, Synergy_Bliss=-2.38, Synergy_Loewe=-5.06, Synergy_HSA=-10.6.